This data is from Forward reaction prediction with 1.9M reactions from USPTO patents (1976-2016). The task is: Predict the product of the given reaction. (1) Given the reactants [Br:1][C:2]1[C:10]2[C:5](=[C:6]([CH:12]([OH:14])[CH3:13])[CH:7]=[C:8]([Cl:11])[CH:9]=2)[N:4]([CH2:15][O:16][CH2:17][CH2:18][Si:19]([CH3:22])([CH3:21])[CH3:20])[N:3]=1.N12CCCN=C1CCCCC2.[Cl:34][C:35]([Cl:39])([Cl:38])[C:36]#[N:37], predict the reaction product. The product is: [Cl:34][C:35]([Cl:39])([Cl:38])[C:36](=[NH:37])[O:14][CH:12]([C:6]1[CH:7]=[C:8]([Cl:11])[CH:9]=[C:10]2[C:5]=1[N:4]([CH2:15][O:16][CH2:17][CH2:18][Si:19]([CH3:21])([CH3:20])[CH3:22])[N:3]=[C:2]2[Br:1])[CH3:13]. (2) Given the reactants [CH3:1][C:2]([NH2:25])([CH3:24])[CH2:3][NH:4][C:5]([C:18]1[CH:23]=[CH:22][CH:21]=[CH:20][CH:19]=1)([C:12]1[CH:17]=[CH:16][CH:15]=[CH:14][CH:13]=1)[C:6]1[CH:11]=[CH:10][CH:9]=[CH:8][CH:7]=1.CC(N)(C)CN.C(Cl)(C1C=CC=CC=1)(C1C=CC=CC=1)C1C=CC=CC=1.[C:52]([N:60]=[C:61]=[S:62])(=[O:59])[C:53]1[CH:58]=[CH:57][CH:56]=[CH:55][CH:54]=1, predict the reaction product. The product is: [CH3:24][C:2]([NH:25][C:61]([NH:60][C:52](=[O:59])[C:53]1[CH:54]=[CH:55][CH:56]=[CH:57][CH:58]=1)=[S:62])([CH3:1])[CH2:3][NH:4][C:5]([C:6]1[CH:11]=[CH:10][CH:9]=[CH:8][CH:7]=1)([C:18]1[CH:23]=[CH:22][CH:21]=[CH:20][CH:19]=1)[C:12]1[CH:13]=[CH:14][CH:15]=[CH:16][CH:17]=1. (3) Given the reactants [CH3:1][N:2]1[C:6]2=[N:7][CH:8]=[CH:9][C:10]([N+:11]([O-])=O)=[C:5]2[C:4]([C:14]2[CH:22]=[C:21]3[C:17]([CH2:18][CH2:19][N:20]3[CH3:23])=[CH:16][CH:15]=2)=[CH:3]1, predict the reaction product. The product is: [CH3:1][N:2]1[C:6]2[N:7]=[CH:8][CH:9]=[C:10]([NH2:11])[C:5]=2[C:4]([C:14]2[CH:22]=[C:21]3[C:17]([CH2:18][CH2:19][N:20]3[CH3:23])=[CH:16][CH:15]=2)=[CH:3]1. (4) Given the reactants Cl[C:2]1[CH:7]=[C:6]([N:8]2[CH2:12][CH2:11][CH2:10][CH2:9]2)[N:5]=[C:4]([N:13]2[CH2:17][CH2:16][CH2:15][CH2:14]2)[N:3]=1.[N+:18]([C:21]1[CH:26]=[CH:25][C:24]([N:27]2[CH2:32][CH2:31][NH:30][CH2:29][CH2:28]2)=[CH:23][CH:22]=1)([O-:20])=[O:19].N1C=CC=CC=1, predict the reaction product. The product is: [N+:18]([C:21]1[CH:22]=[CH:23][C:24]([N:27]2[CH2:32][CH2:31][N:30]([C:2]3[CH:7]=[C:6]([N:8]4[CH2:12][CH2:11][CH2:10][CH2:9]4)[N:5]=[C:4]([N:13]4[CH2:17][CH2:16][CH2:15][CH2:14]4)[N:3]=3)[CH2:29][CH2:28]2)=[CH:25][CH:26]=1)([O-:20])=[O:19].